Dataset: Catalyst prediction with 721,799 reactions and 888 catalyst types from USPTO. Task: Predict which catalyst facilitates the given reaction. (1) Product: [C:25]([C@H:26]([NH:22][C:4](=[O:6])[C:3]1[CH:7]=[CH:8][C:9]([O:11][CH2:12][C:13]2[CH:18]=[CH:17][CH:16]=[C:15]([F:19])[CH:14]=2)=[CH:10][C:2]=1[F:1])[CH3:33])(=[O:38])[NH2:24]. The catalyst class is: 3. Reactant: [F:1][C:2]1[CH:10]=[C:9]([O:11][CH2:12][C:13]2[CH:18]=[CH:17][CH:16]=[C:15]([F:19])[CH:14]=2)[CH:8]=[CH:7][C:3]=1[C:4]([OH:6])=O.C([N:22]1[CH:26]=[CH:25][N:24]=C1)([N:22]1[CH:26]=[CH:25][N:24]=C1)=O.N1C=CC=C[CH:33]=1.[OH2:38]. (2) Reactant: [C:1]([C:3](=[C:7]([C:14]1[CH:19]=[CH:18][CH:17]=[CH:16][CH:15]=1)[C:8]1[CH:13]=[CH:12][CH:11]=[CH:10][CH:9]=1)[C:4](O)=[O:5])#[N:2].C(Cl)(=O)C([Cl:23])=O. Product: [C:1]([C:3](=[C:7]([C:14]1[CH:19]=[CH:18][CH:17]=[CH:16][CH:15]=1)[C:8]1[CH:13]=[CH:12][CH:11]=[CH:10][CH:9]=1)[C:4]([Cl:23])=[O:5])#[N:2]. The catalyst class is: 454. (3) Reactant: O.O.Cl[Sn]Cl.[F:6][C:7]([F:24])([F:23])[C:8]([N:10]1[C:15]2[CH:16]=[CH:17][C:18]([N+:20]([O-])=O)=[CH:19][C:14]=2[O:13][CH2:12][CH2:11]1)=[O:9]. Product: [NH2:20][C:18]1[CH:17]=[CH:16][C:15]2[N:10]([C:8](=[O:9])[C:7]([F:24])([F:23])[F:6])[CH2:11][CH2:12][O:13][C:14]=2[CH:19]=1. The catalyst class is: 8. (4) Reactant: C(OC(=O)[NH:7][CH2:8][C:9]1[NH:13][C:12]2[CH:14]=[CH:15][C:16]([F:19])=[C:17]([F:18])[C:11]=2[N:10]=1)(C)(C)C.C([Cl:24])(=O)C. Product: [ClH:24].[ClH:24].[F:18][C:17]1[C:11]2[N:10]=[C:9]([CH2:8][NH2:7])[NH:13][C:12]=2[CH:14]=[CH:15][C:16]=1[F:19]. The catalyst class is: 5. (5) Reactant: [CH3:1][O:2][CH2:3][CH2:4][O:5][C:6]1[CH:7]=[C:8]2[C:12](=[C:13]([NH:15][S:16]([C:19]3[CH:24]=[CH:23][CH:22]=[CH:21][N:20]=3)(=[O:18])=[O:17])[CH:14]=1)[NH:11][C:10]([C:25]([O:27][CH2:28][CH3:29])=[O:26])=[CH:9]2.[F:30][CH:31]([F:34])[CH2:32]O.C(P(CCCC)CCCC)CCC.N(C(N1CCCCC1)=O)=NC(N1CCCCC1)=O. Product: [F:30][CH:31]([F:34])[CH2:32][N:15]([S:16]([C:19]1[CH:24]=[CH:23][CH:22]=[CH:21][N:20]=1)(=[O:17])=[O:18])[C:13]1[CH:14]=[C:6]([O:5][CH2:4][CH2:3][O:2][CH3:1])[CH:7]=[C:8]2[C:12]=1[NH:11][C:10]([C:25]([O:27][CH2:28][CH3:29])=[O:26])=[CH:9]2. The catalyst class is: 11. (6) Reactant: [CH2:1]([O:3][C:4]1[CH:5]=[C:6]([CH:12]([NH:18]S(C(C)(C)C)=O)[CH2:13][S:14]([CH3:17])(=[O:16])=[O:15])[CH:7]=[CH:8][C:9]=1[O:10][CH3:11])[CH3:2].Cl.CCOCC. Product: [CH2:1]([O:3][C:4]1[CH:5]=[C:6]([C@H:12]([NH2:18])[CH2:13][S:14]([CH3:17])(=[O:16])=[O:15])[CH:7]=[CH:8][C:9]=1[O:10][CH3:11])[CH3:2]. The catalyst class is: 5.